This data is from Forward reaction prediction with 1.9M reactions from USPTO patents (1976-2016). The task is: Predict the product of the given reaction. The product is: [CH3:1][NH:2][C:3]([C:5]1[C:6]([O:22][C:23]2[CH:28]=[CH:27][CH:26]=[C:25]([NH2:29])[C:24]=2[CH3:37])=[CH:7][C:8](=[O:21])[N:9]([CH3:20])[C:10]=1[NH:11][C:12]1[CH:17]=[CH:16][C:15]([I:18])=[CH:14][C:13]=1[F:19])=[O:4]. Given the reactants [CH3:1][NH:2][C:3]([C:5]1[C:6]([O:22][C:23]2[C:24]([CH3:37])=[C:25]([NH:29]C(=O)OC(C)(C)C)[CH:26]=[CH:27][CH:28]=2)=[CH:7][C:8](=[O:21])[N:9]([CH3:20])[C:10]=1[NH:11][C:12]1[CH:17]=[CH:16][C:15]([I:18])=[CH:14][C:13]=1[F:19])=[O:4].FC(F)(F)C(O)=O, predict the reaction product.